This data is from Catalyst prediction with 721,799 reactions and 888 catalyst types from USPTO. The task is: Predict which catalyst facilitates the given reaction. Reactant: [CH3:1][C:2]([O:5][C:6]([N:8]1[CH2:17][CH2:16][C:15]2[C:10](=[CH:11][CH:12]=[C:13]([C:18]([OH:20])=O)[CH:14]=2)[CH2:9]1)=[O:7])([CH3:4])[CH3:3].CN(C(ON1N=NC2C=CC=NC1=2)=[N+](C)C)C.F[P-](F)(F)(F)(F)F.CCN(C(C)C)C(C)C.[Cl:54][C:55]1[CH:60]=[CH:59][CH:58]=[CH:57][C:56]=1[O:61][CH2:62][C:63]1[S:67][C:66]([NH2:68])=[N:65][N:64]=1. Product: [Cl:54][C:55]1[CH:60]=[CH:59][CH:58]=[CH:57][C:56]=1[O:61][CH2:62][C:63]1[S:67][C:66]([NH:68][C:18]([C:13]2[CH:14]=[C:15]3[C:10](=[CH:11][CH:12]=2)[CH2:9][N:8]([C:6]([O:5][C:2]([CH3:3])([CH3:1])[CH3:4])=[O:7])[CH2:17][CH2:16]3)=[O:20])=[N:65][N:64]=1. The catalyst class is: 3.